Task: Predict which catalyst facilitates the given reaction.. Dataset: Catalyst prediction with 721,799 reactions and 888 catalyst types from USPTO (1) Reactant: [Cl:1][C:2]1[CH:3]=[C:4]([CH:8]2[C:13]([C:14]([N:16]([CH2:26][C:27]([O:29]C)=[O:28])[CH2:17][CH:18]=[CH:19][C:20]3[CH:25]=[CH:24][CH:23]=[CH:22][CH:21]=3)=[O:15])=[C:12]([CH3:31])[NH:11][C:10](=[O:32])[NH:9]2)[CH:5]=[CH:6][CH:7]=1.[OH-].[Na+]. The catalyst class is: 5. Product: [Cl:1][C:2]1[CH:3]=[C:4]([CH:8]2[C:13]([C:14]([N:16]([CH2:26][C:27]([OH:29])=[O:28])[CH2:17][CH:18]=[CH:19][C:20]3[CH:25]=[CH:24][CH:23]=[CH:22][CH:21]=3)=[O:15])=[C:12]([CH3:31])[NH:11][C:10](=[O:32])[NH:9]2)[CH:5]=[CH:6][CH:7]=1. (2) Reactant: [O:1]=[C:2]1[CH2:5][CH:4](C(O)=O)[CH2:3]1.CC[N:11]([CH:15](C)C)C(C)C.C1C=CC(P(N=[N+]=[N-])(C2C=CC=CC=2)=[O:25])=CC=1.[CH2:35]([OH:42])[C:36]1[CH:41]=[CH:40][CH:39]=[CH:38][CH:37]=1. Product: [CH2:35]([O:42][C:15](=[O:25])[NH:11][CH:4]1[CH2:3][C:2](=[O:1])[CH2:5]1)[C:36]1[CH:41]=[CH:40][CH:39]=[CH:38][CH:37]=1. The catalyst class is: 11. (3) Reactant: [CH3:1][C:2]1([CH3:32])[CH2:11][CH:10]=[C:9]([C:12]2[CH:17]=[CH:16][C:15]([Cl:18])=[CH:14][CH:13]=2)[C:8]2[CH:7]=[C:6]([C:19]#[C:20][C:21]3[CH:31]=[CH:30][C:24]([C:25]([O:27]CC)=[O:26])=[CH:23][CH:22]=3)[CH:5]=[CH:4][C:3]1=2.[OH-].[Na+].Cl. Product: [CH3:1][C:2]1([CH3:32])[CH2:11][CH:10]=[C:9]([C:12]2[CH:17]=[CH:16][C:15]([Cl:18])=[CH:14][CH:13]=2)[C:8]2[CH:7]=[C:6]([C:19]#[C:20][C:21]3[CH:22]=[CH:23][C:24]([C:25]([OH:27])=[O:26])=[CH:30][CH:31]=3)[CH:5]=[CH:4][C:3]1=2. The catalyst class is: 301.